This data is from Reaction yield outcomes from USPTO patents with 853,638 reactions. The task is: Predict the reaction yield, written as a fraction of the theoretical maximum amount of product (1.0 means a 100% yield; for example, 0.34 means a 34% yield). (1) The reactants are [CH3:1][C:2]([CH2:4][OH:5])=[CH2:3].OO.C(=O)([O-])[O-:9].[K+].[K+].[Br:14][C:15]1[CH:20]=[CH:19][C:18]([OH:21])=[CH:17][CH:16]=1. The catalyst is O.O.[O-][W]([O-])(=O)=O.[Na+].[Na+].C1(C)C=CC=CC=1. The product is [Br:14][C:15]1[CH:20]=[CH:19][C:18]([O:21][CH2:3][C:2]([CH3:1])([OH:9])[CH2:4][OH:5])=[CH:17][CH:16]=1. The yield is 0.820. (2) The reactants are [C:1]1(B(O)O)[CH:6]=[CH:5][CH:4]=[CH:3][CH:2]=1.C(=O)([O-])[O-].[Na+].[Na+].Br[C:17]1[C:18]([N:35]2[CH2:40][CH2:39][CH2:38][C@@H:37]([NH:41][C:42](=[O:48])[O:43][C:44]([CH3:47])([CH3:46])[CH3:45])[CH2:36]2)=[C:19]2[C:25]([NH:26][C:27](=[O:34])[C:28]3[CH:33]=[CH:32][CH:31]=[N:30][CH:29]=3)=[CH:24][NH:23][C:20]2=[N:21][CH:22]=1.CC#N.O. The catalyst is O1CCOCC1.C1C=CC([P]([Pd]([P](C2C=CC=CC=2)(C2C=CC=CC=2)C2C=CC=CC=2)([P](C2C=CC=CC=2)(C2C=CC=CC=2)C2C=CC=CC=2)[P](C2C=CC=CC=2)(C2C=CC=CC=2)C2C=CC=CC=2)(C2C=CC=CC=2)C2C=CC=CC=2)=CC=1. The product is [C:27]([NH:26][C:25]1[C:19]2[C:20](=[N:21][CH:22]=[C:17]([C:1]3[CH:6]=[CH:5][CH:4]=[CH:3][CH:2]=3)[C:18]=2[N:35]2[CH2:40][CH2:39][CH2:38][C@@H:37]([NH:41][C:42](=[O:48])[O:43][C:44]([CH3:46])([CH3:45])[CH3:47])[CH2:36]2)[NH:23][CH:24]=1)(=[O:34])[C:28]1[CH:33]=[CH:32][CH:31]=[N:30][CH:29]=1. The yield is 0.600. (3) The reactants are [CH2:1]([O:3][C:4]([C:6]1[C:15](=[O:16])[C:14]2[C:13](=[O:17])[CH2:12][CH2:11][CH2:10][C:9]=2[NH:8][CH:7]=1)=[O:5])[CH3:2].II. The catalyst is C(O)C. The product is [CH2:1]([O:3][C:4]([C:6]1[C:15](=[O:16])[C:14]2[C:9](=[CH:10][CH:11]=[CH:12][C:13]=2[OH:17])[NH:8][CH:7]=1)=[O:5])[CH3:2]. The yield is 0.430. (4) The reactants are C([O:4][C:5]1[CH:17]=[CH:16][C:8]([O:9][CH2:10][C:11]([O:13][CH2:14][CH3:15])=[O:12])=[C:7]([CH3:18])[CH:6]=1)(=O)C.C[O-].[Na+]. The yield is 0.770. The catalyst is CO. The product is [OH:4][C:5]1[CH:17]=[CH:16][C:8]([O:9][CH2:10][C:11]([O:13][CH2:14][CH3:15])=[O:12])=[C:7]([CH3:18])[CH:6]=1.